Dataset: Forward reaction prediction with 1.9M reactions from USPTO patents (1976-2016). Task: Predict the product of the given reaction. (1) Given the reactants [Br:1][C:2]1[CH:3]=[CH:4][C:5]([NH:8][C:9]([C:11]2[CH:16]=[C:15]([O:17][CH3:18])[C:14]([O:19][CH3:20])=[CH:13][C:12]=2[NH:21][C:22]([C:24]2[CH:29]=[CH:28][C:27]([C:30]#[N:31])=[CH:26][CH:25]=2)=[O:23])=[O:10])=[N:6][CH:7]=1.S, predict the reaction product. The product is: [CH3:20][O:19][C:14]1[C:15]([O:17][CH3:18])=[CH:16][C:11]([C:9]([NH:8][C:5]2[CH:4]=[CH:3][C:2]([Br:1])=[CH:7][N:6]=2)=[O:10])=[C:12]([NH:21][C:22]([C:24]2[CH:25]=[CH:26][C:27]([C:30]3[N:6]([CH3:7])[CH2:5][CH2:4][N:31]=3)=[CH:28][CH:29]=2)=[O:23])[CH:13]=1. (2) Given the reactants C(O)(C(F)(F)F)=O.C(Cl)Cl.[CH3:11][C:12]1[S:13][C:14]([C:23]([N:25]2[CH2:30][C:29](=[O:31])[CH2:28][CH2:27][CH:26]2[CH2:32][NH:33][C:34]([C:36]2[CH:37]=[CH:38][CH:39]=[C:40]3[C:45]=2[N:44]=[CH:43][CH:42]=[CH:41]3)=[O:35])=[O:24])=[C:15]([C:17]2[CH:22]=[CH:21][CH:20]=[CH:19][CH:18]=2)[N:16]=1, predict the reaction product. The product is: [CH3:11][C:12]1[S:13][C:14]([C:23]([N:25]2[CH2:30][C:29](=[O:31])[CH2:28][CH2:27][CH:26]2[CH2:32][NH:33][C:34]([C:36]2[CH:37]=[CH:38][CH:39]=[C:40]3[C:45]=2[N:44]=[CH:43][CH:42]=[CH:41]3)=[O:35])=[O:24])=[C:15]([C:17]2[CH:18]=[CH:19][CH:20]=[CH:21][CH:22]=2)[N:16]=1.[OH:31][CH:29]1[CH2:30][N:25]([C:23]([C:14]2[S:13][C:12]([CH3:11])=[N:16][C:15]=2[C:17]2[CH:18]=[CH:19][CH:20]=[CH:21][CH:22]=2)=[O:24])[CH:26]([CH2:32][NH:33][C:34]([C:36]2[CH:37]=[CH:38][CH:39]=[C:40]3[C:45]=2[N:44]=[CH:43][CH:42]=[CH:41]3)=[O:35])[CH2:27][CH2:28]1. (3) Given the reactants [CH3:1][C:2]1[CH:7]=[C:6]([CH3:8])[CH:5]=[C:4]([CH3:9])[C:3]=1[S:10]([OH:13])(=[O:12])=[O:11].[C:14]([O:18][C:19](=[O:39])[NH:20][CH2:21][CH2:22][N:23]1[CH2:30][CH:29]2[O:31][CH:25]([CH2:26][N:27](CC3C=CC=CC=3)[CH2:28]2)[CH2:24]1)([CH3:17])([CH3:16])[CH3:15].C(O)(C)C.[H][H], predict the reaction product. The product is: [CH3:9][C:4]1[CH:5]=[C:6]([CH3:8])[CH:7]=[C:2]([CH3:1])[C:3]=1[S:10]([OH:13])(=[O:12])=[O:11].[C:14]([O:18][C:19](=[O:39])[NH:20][CH2:21][CH2:22][N:23]1[CH2:24][CH:25]2[O:31][CH:29]([CH2:28][NH:27][CH2:26]2)[CH2:30]1)([CH3:17])([CH3:15])[CH3:16]. (4) Given the reactants [N:1]1[CH:6]=[CH:5][CH:4]=[N:3][C:2]=1[CH2:7][C:8]#[N:9].[C:10](OC)(=[O:13])[CH:11]=[CH2:12].CC([O-:20])(C)C.[K+].[CH2:22]1[CH2:26][O:25][CH2:24][CH2:23]1, predict the reaction product. The product is: [C:8]([C:7]1([C:2]2[N:3]=[CH:4][CH:5]=[CH:6][N:1]=2)[CH2:23][CH:22]([C:26]([O:25][CH3:24])=[O:20])[C:10](=[O:13])[CH2:11][CH2:12]1)#[N:9]. (5) Given the reactants [Si]([C:5]#[N:6])(C)(C)C.[F:7][C:8]1[CH:13]=[CH:12][C:11]([CH2:14][CH2:15][CH:16]=[O:17])=[CH:10][CH:9]=1.[H-].[H-].[H-].[H-].[Li+].[Al+3].C1COCC1.[OH-].[Na+], predict the reaction product. The product is: [NH2:6][CH2:5][CH:16]([OH:17])[CH2:15][CH2:14][C:11]1[CH:12]=[CH:13][C:8]([F:7])=[CH:9][CH:10]=1. (6) Given the reactants C(N(CC)CC)C.[C:8](Cl)(=[O:16])[CH2:9][CH2:10][CH2:11][CH2:12][CH2:13][CH2:14][CH3:15].[SH:18][CH2:19][CH2:20][CH2:21][SiH2:22][CH:23]([O:26][CH3:27])[O:24][CH3:25], predict the reaction product. The product is: [C:8]([S:18][CH2:19][CH2:20][CH2:21][SiH2:22][CH:23]([O:26][CH3:27])[O:24][CH3:25])(=[O:16])[CH2:9][CH2:10][CH2:11][CH2:12][CH2:13][CH2:14][CH3:15]. (7) Given the reactants [NH2:1][C:2]1[N:7]=[CH:6][N:5]=[C:4]2[N:8]([CH2:25][C@H:26]3[CH2:30][CH2:29][CH2:28][N:27]3[C:31](=[O:48])[C:32]([C:46]#[N:47])=[CH:33][C@@H:34]3[CH2:38][CH2:37][CH2:36][N:35]3C(OC(C)(C)C)=O)[N:9]=[C:10]([C:11]3[CH:16]=[CH:15][C:14]([O:17][C:18]4[CH:23]=[CH:22][CH:21]=[CH:20][CH:19]=4)=[CH:13][C:12]=3[F:24])[C:3]=12.[ClH:49], predict the reaction product. The product is: [ClH:49].[NH2:1][C:2]1[N:7]=[CH:6][N:5]=[C:4]2[N:8]([CH2:25][C@H:26]3[CH2:30][CH2:29][CH2:28][N:27]3[C:31]([C:32](=[CH:33][C@@H:34]3[CH2:38][CH2:37][CH2:36][NH:35]3)[C:46]#[N:47])=[O:48])[N:9]=[C:10]([C:11]3[CH:16]=[CH:15][C:14]([O:17][C:18]4[CH:23]=[CH:22][CH:21]=[CH:20][CH:19]=4)=[CH:13][C:12]=3[F:24])[C:3]=12. (8) The product is: [NH2:1][C:2]1[C:11]2[C:6](=[N:7][CH:8]=[CH:9][CH:10]=2)[N:5]([OH:12])[C:4](=[O:20])[CH:3]=1. Given the reactants [NH2:1][C:2]1[C:11]2[C:6](=[N:7][CH:8]=[CH:9][CH:10]=2)[N:5]([O:12]CC2C=CC=CC=2)[C:4](=[O:20])[CH:3]=1, predict the reaction product. (9) Given the reactants C([O:3][C:4](=[O:25])[C:5]([O:8][C:9]1[CH:14]=[CH:13][C:12]([O:15][CH2:16][CH2:17][CH:18]([O:20]S(C)(=O)=O)[CH3:19])=[CH:11][CH:10]=1)([CH3:7])[CH3:6])C.[CH2:26]([C:33]1[CH:38]=[C:37]([CH2:39][CH3:40])[CH:36]=[CH:35][C:34]=1O)[C:27]1[CH:32]=[CH:31][CH:30]=[CH:29][CH:28]=1, predict the reaction product. The product is: [CH2:26]([C:33]1[CH:38]=[C:37]([CH2:39][CH3:40])[CH:36]=[CH:35][C:34]=1[O:20][CH:18]([CH3:19])[CH2:17][CH2:16][O:15][C:12]1[CH:11]=[CH:10][C:9]([O:8][C:5]([CH3:6])([CH3:7])[C:4]([OH:3])=[O:25])=[CH:14][CH:13]=1)[C:27]1[CH:28]=[CH:29][CH:30]=[CH:31][CH:32]=1.